This data is from Forward reaction prediction with 1.9M reactions from USPTO patents (1976-2016). The task is: Predict the product of the given reaction. (1) Given the reactants CCN(C(C)C)C(C)C.Cl.Cl.[F:12][C:13]1[CH:14]=[C:15]([C:19]2[C:20]([N:28]3[CH2:33][CH2:32][NH:31][CH2:30][CH2:29]3)=[C:21]3[CH:27]=[N:26][NH:25][C:22]3=[N:23][CH:24]=2)[CH:16]=[CH:17][CH:18]=1.[C:34]([O:38][C:39]([N:41]([CH:54]([CH3:56])[CH3:55])[CH2:42][C@H:43]([C:47]1[CH:52]=[CH:51][C:50]([Cl:53])=[CH:49][CH:48]=1)[C:44](O)=[O:45])=[O:40])([CH3:37])([CH3:36])[CH3:35].CN(C(ON1N=NC2C=CC=CC1=2)=[N+](C)C)C.[B-](F)(F)(F)F, predict the reaction product. The product is: [Cl:53][C:50]1[CH:51]=[CH:52][C:47]([C@H:43]([C:44]([N:31]2[CH2:32][CH2:33][N:28]([C:20]3[C:19]([C:15]4[CH:16]=[CH:17][CH:18]=[C:13]([F:12])[CH:14]=4)=[CH:24][N:23]=[C:22]4[NH:25][N:26]=[CH:27][C:21]=34)[CH2:29][CH2:30]2)=[O:45])[CH2:42][N:41]([CH:54]([CH3:55])[CH3:56])[C:39](=[O:40])[O:38][C:34]([CH3:36])([CH3:35])[CH3:37])=[CH:48][CH:49]=1. (2) Given the reactants [N:1]1[CH:6]=[CH:5][C:4]([C:7]2[CH:12]=[CH:11][CH:10]=[CH:9][C:8]=2[NH2:13])=[CH:3][CH:2]=1.[Cl:14][C:15]1[CH:20]=[CH:19][C:18]([NH:21][C:22](=[O:29])[CH2:23][O:24][CH2:25][C:26](O)=[O:27])=[C:17]([C:30]([O:32]C)=[O:31])[CH:16]=1, predict the reaction product. The product is: [Cl:14][C:15]1[CH:20]=[CH:19][C:18]([NH:21][C:22](=[O:29])[CH2:23][O:24][CH2:25][C:26](=[O:27])[NH:13][C:8]2[CH:9]=[CH:10][CH:11]=[CH:12][C:7]=2[C:4]2[CH:5]=[CH:6][N:1]=[CH:2][CH:3]=2)=[C:17]([CH:16]=1)[C:30]([OH:32])=[O:31]. (3) Given the reactants [CH3:1][C:2]1([CH3:32])[CH2:11][CH2:10][C:9]([CH3:13])([CH3:12])[C:8]2[CH:7]=[C:6]3[C:14]([C:23]4[CH:31]=[CH:30][C:26]([C:27]([OH:29])=[O:28])=[CH:25][CH:24]=4)=[N:15][C:16]4[CH:22]=[CH:21][CH:20]=[CH:19][C:17]=4[NH:18][C:5]3=[CH:4][C:3]1=2.N1C=CC=CC=1.[C:39](Cl)(=[O:41])[CH3:40].Cl, predict the reaction product. The product is: [C:39]([N:18]1[C:5]2[C:6](=[CH:7][C:8]3[C:9]([CH3:12])([CH3:13])[CH2:10][CH2:11][C:2]([CH3:32])([CH3:1])[C:3]=3[CH:4]=2)[C:14]([C:23]2[CH:24]=[CH:25][C:26]([C:27]([OH:29])=[O:28])=[CH:30][CH:31]=2)=[N:15][C:16]2[CH:22]=[CH:21][CH:20]=[CH:19][C:17]1=2)(=[O:41])[CH3:40]. (4) Given the reactants [Cl:1][C:2]1[C:3]([O:9][C:10]2[CH:15]=[C:14]([O:16][CH:17]([CH3:19])[CH3:18])[CH:13]=[CH:12][C:11]=2[CH2:20][CH2:21][C:22](OCC)=[O:23])=[N:4][CH:5]=[C:6]([Cl:8])[CH:7]=1.[H-].[Al+3].[Li+].[H-].[H-].[H-].O.O.O.O.O.O.O.O.O.O.S([O-])([O-])(=O)=O.[Na+].[Na+], predict the reaction product. The product is: [Cl:1][C:2]1[C:3]([O:9][C:10]2[CH:15]=[C:14]([O:16][CH:17]([CH3:18])[CH3:19])[CH:13]=[CH:12][C:11]=2[CH2:20][CH2:21][CH2:22][OH:23])=[N:4][CH:5]=[C:6]([Cl:8])[CH:7]=1.